From a dataset of Full USPTO retrosynthesis dataset with 1.9M reactions from patents (1976-2016). Predict the reactants needed to synthesize the given product. (1) Given the product [Cl:39][C:22]1[CH:21]=[C:20]([NH:19][C:10](=[O:12])[C:9]#[C:8][C:7]2[CH:6]=[CH:5][C:4]([C:13]3[CH:18]=[CH:17][CH:16]=[CH:15][CH:14]=3)=[CH:3][C:2]=2[Br:1])[CH:25]=[CH:24][C:23]=1[CH2:26][CH2:27][N:28]1[CH2:33][CH2:32][C:31]([OH:34])([C:35]([F:37])([F:38])[F:36])[CH2:30][CH2:29]1, predict the reactants needed to synthesize it. The reactants are: [Br:1][C:2]1[CH:3]=[C:4]([C:13]2[CH:18]=[CH:17][CH:16]=[CH:15][CH:14]=2)[CH:5]=[CH:6][C:7]=1[C:8]#[C:9][C:10]([OH:12])=O.[NH2:19][C:20]1[CH:25]=[CH:24][C:23]([CH2:26][CH2:27][N:28]2[CH2:33][CH2:32][C:31]([C:35]([F:38])([F:37])[F:36])([OH:34])[CH2:30][CH2:29]2)=[C:22]([Cl:39])[CH:21]=1. (2) Given the product [CH2:27]([N:29]1[CH:34]([C:10]([NH:9][CH2:8][C:5]2[CH:6]=[CH:7][C:2]([F:1])=[CH:3][C:4]=2[C:23]([F:26])([F:25])[F:24])=[O:11])[CH2:33][CH2:32][CH2:31][S:30]1(=[O:39])=[O:38])[CH3:28], predict the reactants needed to synthesize it. The reactants are: [F:1][C:2]1[CH:7]=[CH:6][C:5]([CH2:8][NH:9][C:10](C2CCS(=O)(=O)N2CC(C)C)=[O:11])=[C:4]([C:23]([F:26])([F:25])[F:24])[CH:3]=1.[CH2:27]([N:29]1[CH:34](C(O)=O)[CH2:33][CH2:32][CH2:31][S:30]1(=[O:39])=[O:38])[CH3:28]. (3) Given the product [CH2:3]([C:4]1[C:12]2[C:11]([NH:13][CH2:14][C:15]3[CH:20]=[N:19][C:18]([CH3:21])=[CH:17][N:16]=3)=[N:10][CH:9]=[N:8][C:7]=2[N:6]([C:22]2[CH:23]=[CH:24][C:25]([CH3:28])=[CH:26][CH:27]=2)[CH:5]=1)[CH:2]([CH3:29])[CH3:1], predict the reactants needed to synthesize it. The reactants are: [CH3:1][C:2]([CH3:29])=[CH:3][C:4]1[C:12]2[C:11]([NH:13][CH2:14][C:15]3[CH:20]=[N:19][C:18]([CH3:21])=[CH:17][N:16]=3)=[N:10][CH:9]=[N:8][C:7]=2[N:6]([C:22]2[CH:27]=[CH:26][C:25]([CH3:28])=[CH:24][CH:23]=2)[CH:5]=1. (4) Given the product [Br:26][C:27]1[CH:36]=[CH:35][C:30]([C:31]2[N:2]=[C:1]([N:3]3[CH2:4][CH2:5][CH:6]([N:9]([CH:23]4[CH2:25][CH2:24]4)[C:10](=[O:22])[C:11]4[CH:12]=[CH:13][C:14]([C:17]5[O:21][CH:20]=[N:19][CH:18]=5)=[CH:15][CH:16]=4)[CH2:7][CH2:8]3)[O:34][N:33]=2)=[CH:29][CH:28]=1, predict the reactants needed to synthesize it. The reactants are: [C:1]([N:3]1[CH2:8][CH2:7][CH:6]([N:9]([CH:23]2[CH2:25][CH2:24]2)[C:10](=[O:22])[C:11]2[CH:16]=[CH:15][C:14]([C:17]3[O:21][CH:20]=[N:19][CH:18]=3)=[CH:13][CH:12]=2)[CH2:5][CH2:4]1)#[N:2].[Br:26][C:27]1[CH:36]=[CH:35][C:30]([C:31]([NH:33][OH:34])=N)=[CH:29][CH:28]=1.